This data is from Catalyst prediction with 721,799 reactions and 888 catalyst types from USPTO. The task is: Predict which catalyst facilitates the given reaction. (1) Reactant: [CH3:1][C@@H:2]1[C@H:20]([OH:21])[C@@H:19]([CH3:22])[C:17](=[O:18])[C:16]([CH3:24])([CH3:23])[C@@H:15]([OH:25])[CH2:14][C:12](=[O:13])[O:11][C@H:10](/[C:26](/[CH3:35])=[CH:27]/[C:28]2[N:32]=[C:31]([CH2:33]O)[S:30][CH:29]=2)[CH2:9][C@@H:7]2[O:8][C@:6]2([CH3:36])[CH2:5][CH2:4][CH2:3]1.C1(P([N:51]=[N+]=[N-])(C2C=CC=CC=2)=O)C=CC=CC=1.N12CCCN=C1CCCCC2.C(C([O-])=O)(F)(F)F.[NH4+].[NH4+].[OH-].CP(C)C. Product: [CH3:1][C@@H:2]1[C@H:20]([OH:21])[C@@H:19]([CH3:22])[C:17](=[O:18])[C:16]([CH3:24])([CH3:23])[C@@H:15]([OH:25])[CH2:14][C:12](=[O:13])[O:11][C@H:10](/[C:26](/[CH3:35])=[CH:27]/[C:28]2[N:32]=[C:31]([CH2:33][NH2:51])[S:30][CH:29]=2)[CH2:9][C@@H:7]2[O:8][C@:6]2([CH3:36])[CH2:5][CH2:4][CH2:3]1. The catalyst class is: 765. (2) Reactant: [CH3:1][C:2]([CH3:21])([CH3:20])[C:3]([C:5]1[N:9]([CH2:10][C:11](O)=[O:12])[C:8]2[CH:14]=[CH:15][C:16]([O:18][CH3:19])=[CH:17][C:7]=2[N:6]=1)=[O:4].C1C=CC2N(O)N=NC=2C=1.[CH2:32]([NH:36][CH2:37][CH:38]([CH3:40])[CH3:39])[CH:33]([CH3:35])[CH3:34].CCN(C(C)C)C(C)C. Product: [CH3:21][C:2]([CH3:20])([CH3:1])[C:3]([C:5]1[N:9]([CH2:10][C:11]([N:36]([CH2:37][CH:38]([CH3:40])[CH3:39])[CH2:32][CH:33]([CH3:35])[CH3:34])=[O:12])[C:8]2[CH:14]=[CH:15][C:16]([O:18][CH3:19])=[CH:17][C:7]=2[N:6]=1)=[O:4]. The catalyst class is: 607. (3) Reactant: [C:1]([CH:5]1[CH2:10][CH2:9][CH:8]([O:11][C:12]2[CH:13]=[C:14]3[C:19](=[CH:20][CH:21]=2)[CH:18]=[C:17]([C@:22]2([CH3:29])[CH2:26][O:25][C:24](=O)[N:23]2C)[CH:16]=[CH:15]3)[CH2:7][CH2:6]1)([CH3:4])([CH3:3])[CH3:2].[Li+].[OH-]. Product: [C:1]([CH:5]1[CH2:10][CH2:9][CH:8]([O:11][C:12]2[CH:13]=[C:14]3[C:19](=[CH:20][CH:21]=2)[CH:18]=[C:17]([C@:22]([NH:23][CH3:24])([CH3:29])[CH2:26][OH:25])[CH:16]=[CH:15]3)[CH2:7][CH2:6]1)([CH3:4])([CH3:2])[CH3:3]. The catalyst class is: 8. (4) Reactant: [C:1]12([CH2:8][Mg]Br)[CH2:7][CH:4]([CH2:5][CH2:6]1)[CH:3]=[CH:2]2.[CH:11]([CH:13](Cl)[C:14]1[CH:19]=[CH:18][CH:17]=[CH:16][CH:15]=1)=[CH2:12]. Product: [C:1]12([CH2:8][CH2:12][CH:11]=[CH:13][C:14]3[CH:19]=[CH:18][CH:17]=[CH:16][CH:15]=3)[CH2:7][CH:4]([CH2:5][CH2:6]1)[CH:3]=[CH:2]2. The catalyst class is: 1.